This data is from Forward reaction prediction with 1.9M reactions from USPTO patents (1976-2016). The task is: Predict the product of the given reaction. (1) The product is: [CH:11]1([C:5]2[CH:6]=[N:7][CH:8]=[C:9]([F:10])[C:4]=2[C:1]([NH:30][C:28](=[NH:29])[N:22]2[CH2:27][CH2:26][O:25][CH2:24][CH2:23]2)=[O:3])[CH2:13][CH2:12]1. Given the reactants [C:1]([C:4]1[C:9]([F:10])=[CH:8][NH+:7]=[CH:6][C:5]=1[CH:11]1[CH2:13][CH2:12]1)([OH:3])=O.FC(F)(F)C([O-])=O.Br.[N:22]1([C:28]([NH2:30])=[NH:29])[CH2:27][CH2:26][O:25][CH2:24][CH2:23]1, predict the reaction product. (2) Given the reactants [ClH:1].C(OC(=O)[NH:8][CH:9]1[CH2:12][N:11]([C:13]([C:15]2[N:16]=[C:17]3[C:22]([C:23]([F:26])([F:25])[F:24])=[CH:21][C:20]([C:27]4[CH:31]=[CH:30][O:29][CH:28]=4)=[CH:19][N:18]3[CH:32]=2)=[O:14])[CH2:10]1)(C)(C)C, predict the reaction product. The product is: [ClH:1].[NH2:8][CH:9]1[CH2:10][N:11]([C:13]([C:15]2[N:16]=[C:17]3[C:22]([C:23]([F:25])([F:26])[F:24])=[CH:21][C:20]([C:27]4[CH:31]=[CH:30][O:29][CH:28]=4)=[CH:19][N:18]3[CH:32]=2)=[O:14])[CH2:12]1. (3) Given the reactants [CH3:1][C:2]1[C:8]([CH3:9])=[CH:7][CH:6]=[CH:5][C:3]=1[NH2:4].[C:10]([O:15][CH2:16][CH3:17])(=[O:14])[C:11]([CH3:13])=O.S([O-])([O-])(=O)=O.[Mg+2].NC1C=CC=CC=1.C(O[BH-](OC(=O)C)OC(=O)C)(=O)C.[Na+].C(=O)(O)[O-].[Na+], predict the reaction product. The product is: [CH3:1][C:2]1[C:8]([CH3:9])=[CH:7][CH:6]=[CH:5][C:3]=1[NH:4][CH:11]([CH3:13])[C:10]([O:15][CH2:16][CH3:17])=[O:14]. (4) Given the reactants [CH3:1][C:2]1[C:6]2[C:7](=[O:19])[N:8]([CH2:12][CH2:13][N:14]3[CH2:18][CH2:17][CH2:16][CH2:15]3)[CH2:9][CH2:10][CH2:11][C:5]=2[NH:4][C:3]=1[CH:20]=O.[F:22][C:23]1[CH:24]=[C:25]2[C:29](=[CH:30][C:31]=1[NH:32][C:33](=[O:36])[CH2:34][OH:35])[NH:28][C:27](=[O:37])[CH2:26]2, predict the reaction product. The product is: [F:22][C:23]1[CH:24]=[C:25]2[C:29](=[CH:30][C:31]=1[NH:32][C:33](=[O:36])[CH2:34][OH:35])[NH:28][C:27](=[O:37])/[C:26]/2=[CH:20]\[C:3]1[NH:4][C:5]2[CH2:11][CH2:10][CH2:9][N:8]([CH2:12][CH2:13][N:14]3[CH2:15][CH2:16][CH2:17][CH2:18]3)[C:7](=[O:19])[C:6]=2[C:2]=1[CH3:1]. (5) Given the reactants [C:1]([O:9][CH2:10][CH2:11][CH2:12][C:13](=[C:15]=[O:16])[CH3:14])(=[O:8])[C:2]1[CH:7]=[CH:6][CH:5]=[CH:4][CH:3]=1.[Br:17]Br, predict the reaction product. The product is: [C:1]([O:9][CH2:10][CH2:11][CH:12]([Br:17])[C:13](=[C:15]=[O:16])[CH3:14])(=[O:8])[C:2]1[CH:7]=[CH:6][CH:5]=[CH:4][CH:3]=1. (6) Given the reactants [NH2:1][CH2:2][CH2:3][CH2:4][CH:5]([N:16]1[C:24](=[O:25])[C:23]2[C:18](=[CH:19][CH:20]=[CH:21][C:22]=2[N:26]2[CH2:31][CH2:30][N:29]([C@@H:32]([C:34]3[CH:39]=[CH:38][CH:37]=[CH:36][CH:35]=3)[CH3:33])[CH2:28][CH2:27]2)[C:17]1=[O:40])[C:6]1[CH:11]=[CH:10][C:9]([O:12][CH3:13])=[C:8]([O:14][CH3:15])[CH:7]=1.C(=O)([O-])[O-].[K+].[K+].[S:47]1[CH:51]=[CH:50][CH:49]=[C:48]1[S:52](Cl)(=[O:54])=[O:53], predict the reaction product. The product is: [CH3:15][O:14][C:8]1[CH:7]=[C:6]([CH:5]([N:16]2[C:24](=[O:25])[C:23]3[C:18](=[CH:19][CH:20]=[CH:21][C:22]=3[N:26]3[CH2:31][CH2:30][N:29]([C@@H:32]([C:34]4[CH:35]=[CH:36][CH:37]=[CH:38][CH:39]=4)[CH3:33])[CH2:28][CH2:27]3)[C:17]2=[O:40])[CH2:4][CH2:3][CH2:2][NH:1][S:52]([C:48]2[S:47][CH:51]=[CH:50][CH:49]=2)(=[O:54])=[O:53])[CH:11]=[CH:10][C:9]=1[O:12][CH3:13]. (7) Given the reactants [NH2:1][C:2]1[C:7]([C:8]#[N:9])=[C:6]([CH:10]2[CH2:15][CH2:14][CH:13]([O:16][Si:17]([C:20]([CH3:23])([CH3:22])[CH3:21])([CH3:19])[CH3:18])[CH2:12][CH2:11]2)[C:5]([C:24]#[N:25])=[C:4]([SH:26])[N:3]=1.Cl[CH2:28][C:29]1[N:30]=[C:31]([C:34]2[CH:39]=[CH:38][C:37]([Cl:40])=[CH:36][CH:35]=2)[S:32][CH:33]=1.C(=O)(O)[O-].[Na+], predict the reaction product. The product is: [NH2:1][C:2]1[C:7]([C:8]#[N:9])=[C:6]([C@H:10]2[CH2:11][CH2:12][C@@H:13]([O:16][Si:17]([C:20]([CH3:22])([CH3:23])[CH3:21])([CH3:18])[CH3:19])[CH2:14][CH2:15]2)[C:5]([C:24]#[N:25])=[C:4]([S:26][CH2:28][C:29]2[N:30]=[C:31]([C:34]3[CH:39]=[CH:38][C:37]([Cl:40])=[CH:36][CH:35]=3)[S:32][CH:33]=2)[N:3]=1.